Dataset: Forward reaction prediction with 1.9M reactions from USPTO patents (1976-2016). Task: Predict the product of the given reaction. (1) Given the reactants Br[C:2]1[CH:7]=[CH:6][C:5]([C:8]([F:11])([F:10])[F:9])=[CH:4][CH:3]=1.C([Li])CCC.[CH2:17]([N:24]1[CH2:29][CH2:28][C:27](=[O:30])[CH2:26][CH2:25]1)[C:18]1[CH:23]=[CH:22][CH:21]=[CH:20][CH:19]=1.Cl, predict the reaction product. The product is: [CH2:17]([N:24]1[CH2:29][CH2:28][C:27]([C:2]2[CH:7]=[CH:6][C:5]([C:8]([F:11])([F:10])[F:9])=[CH:4][CH:3]=2)([OH:30])[CH2:26][CH2:25]1)[C:18]1[CH:19]=[CH:20][CH:21]=[CH:22][CH:23]=1. (2) Given the reactants FC1C(O[C:9]([C:11]2[CH:12]=[C:13]3[C:17](=[CH:18][CH:19]=2)[NH:16][C:15](=[O:20])[C:14]3=[N:21][NH:22][C:23]2[CH:28]=[CH:27][C:26]([S:29](=[O:32])(=[O:31])[NH2:30])=[CH:25][CH:24]=2)=[O:10])=C(F)C(F)=C(F)C=1F.[CH2:37]([NH2:39])[CH3:38], predict the reaction product. The product is: [N:39]1([CH2:14][CH2:15][NH:16][C:9]([C:11]2[CH:12]=[C:13]3[C:17](=[CH:18][CH:19]=2)[NH:16][C:15](=[O:20])[C:14]3=[N:21][NH:22][C:23]2[CH:24]=[CH:25][C:26]([S:29](=[O:32])(=[O:31])[NH2:30])=[CH:27][CH:28]=2)=[O:10])[CH2:11][CH2:9][O:10][CH2:38][CH2:37]1. (3) Given the reactants [CH2:1]([O:8][C:9]1[CH:10]=[C:11]2[C:15](=[CH:16][CH:17]=1)[N:14](C(O)=O)[CH:13]=[CH:12]2)[C:2]1[CH:7]=[CH:6][CH:5]=[CH:4][CH:3]=1.Br[C:22]1[CH:23]=[CH:24][C:25]([F:30])=[C:26]([O:28][CH3:29])[CH:27]=1, predict the reaction product. The product is: [CH2:1]([O:8][C:9]1[CH:10]=[C:11]2[C:15](=[CH:16][CH:17]=1)[NH:14][C:13]([C:22]1[CH:23]=[CH:24][C:25]([F:30])=[C:26]([O:28][CH3:29])[CH:27]=1)=[CH:12]2)[C:2]1[CH:3]=[CH:4][CH:5]=[CH:6][CH:7]=1. (4) Given the reactants [Cl:1][C:2]1[CH:3]=[C:4]([CH:7]=[C:8]([O:10][C:11]2[C:19]([Cl:20])=[CH:18][CH:17]=[C:16]3[C:12]=2[CH:13]=[N:14][N:15]3[CH2:21][C:22]2[C:30]3[C:25](=[N:26][CH:27]=[CH:28][CH:29]=3)[NH:24][N:23]=2)[CH:9]=1)[C:5]#[N:6].C1C=C(Cl)C=C(C(OO)=[O:39])C=1, predict the reaction product. The product is: [Cl:1][C:2]1[CH:3]=[C:4]([CH:7]=[C:8]([O:10][C:11]2[C:19]([Cl:20])=[CH:18][CH:17]=[C:16]3[C:12]=2[CH:13]=[N:14][N:15]3[CH2:21][C:22]2[C:30]3[C:25](=[N+:26]([O-:39])[CH:27]=[CH:28][CH:29]=3)[NH:24][N:23]=2)[CH:9]=1)[C:5]#[N:6]. (5) Given the reactants Cl[C:2]1([C:12]2[CH:17]=[CH:16][C:15]([Cl:18])=[CH:14][CH:13]=2)[C:10]2[C:5](=[CH:6][CH:7]=[CH:8][CH:9]=2)[C:4](=[O:11])[O:3]1.C(N(CC)CC)C.[CH2:26]([NH2:29])[CH2:27][CH3:28], predict the reaction product. The product is: [Cl:18][C:15]1[CH:16]=[CH:17][C:12]([C:2]2([OH:3])[C:10]3[C:5](=[CH:6][CH:7]=[CH:8][CH:9]=3)[C:4](=[O:11])[N:29]2[CH2:26][CH2:27][CH3:28])=[CH:13][CH:14]=1. (6) Given the reactants Br[C:2]1[CH:7]=[CH:6][C:5]([N+:8]([O-:10])=[O:9])=[CH:4][C:3]=1[O:11][CH3:12].[CH3:13][C:14]1[CH:15]=[C:16](B(O)O)[CH:17]=[CH:18][CH:19]=1, predict the reaction product. The product is: [CH3:12][O:11][C:3]1[CH:4]=[C:5]([N+:8]([O-:10])=[O:9])[CH:6]=[CH:7][C:2]=1[C:18]1[CH:17]=[CH:16][CH:15]=[C:14]([CH3:13])[CH:19]=1. (7) Given the reactants CCN=C=NCCCN(C)C.[Cl:12][C:13]1[CH:34]=[CH:33][C:16]([C:17]([N:19]([CH3:32])[C:20]2[CH:31]=[CH:30][CH:29]=[CH:28][C:21]=2[O:22][CH2:23][CH2:24][C:25](O)=[O:26])=[O:18])=[CH:15][C:14]=1[C:35]1[CH:36]=[N:37][C:38]([C:43]([F:46])([F:45])[F:44])=[CH:39][C:40]=1[C:41]#[N:42].[C:47]([O:51][C:52]([CH3:55])([CH3:54])[CH3:53])(=[O:50])[NH:48][NH2:49].C1C=CC2N(O)N=NC=2C=1.C([O-])([O-])=O.[Na+].[Na+], predict the reaction product. The product is: [C:52]([O:51][C:47]([NH:48][NH:49][C:25](=[O:26])[CH2:24][CH2:23][O:22][C:21]1[CH:28]=[CH:29][CH:30]=[CH:31][C:20]=1[N:19]([C:17](=[O:18])[C:16]1[CH:33]=[CH:34][C:13]([Cl:12])=[C:14]([C:35]2[CH:36]=[N:37][C:38]([C:43]([F:44])([F:46])[F:45])=[CH:39][C:40]=2[C:41]#[N:42])[CH:15]=1)[CH3:32])=[O:50])([CH3:55])([CH3:54])[CH3:53].